This data is from Reaction yield outcomes from USPTO patents with 853,638 reactions. The task is: Predict the reaction yield, written as a fraction of the theoretical maximum amount of product (1.0 means a 100% yield; for example, 0.34 means a 34% yield). (1) The reactants are C([O:5][CH2:6][CH:7]1[N:11]([C:12]2[CH:19]=[CH:18][C:15]([C:16]#[N:17])=[C:14]([Cl:20])[CH:13]=2)[C:10](=[O:21])[C:9]([CH3:23])([CH3:22])[C:8]1=[O:24])(C)(C)C.FC(F)(F)C(O)=O.C(=O)([O-])O.[Na+]. The catalyst is O. The product is [Cl:20][C:14]1[CH:13]=[C:12]([N:11]2[CH:7]([CH2:6][OH:5])[C:8](=[O:24])[C:9]([CH3:22])([CH3:23])[C:10]2=[O:21])[CH:19]=[CH:18][C:15]=1[C:16]#[N:17]. The yield is 0.870. (2) The reactants are Cl[C:2]1[CH:3]=[C:4]([CH:7]=[C:8]([O:10][CH3:11])[CH:9]=1)[C:5]#[N:6].C1(P(C2CCCCC2)C2CCCCC2)CCCCC1.C([O-])(=O)C.[K+].[CH3:36][C:37]1([CH3:53])[C:41]([CH3:43])([CH3:42])[O:40][B:39]([B:39]2[O:40][C:41]([CH3:43])([CH3:42])[C:37]([CH3:53])([CH3:36])[O:38]2)[O:38]1. The catalyst is C1C=CC(/C=C/C(/C=C/C2C=CC=CC=2)=O)=CC=1.C1C=CC(/C=C/C(/C=C/C2C=CC=CC=2)=O)=CC=1.C1C=CC(/C=C/C(/C=C/C2C=CC=CC=2)=O)=CC=1.[Pd].[Pd].COCCOC. The product is [CH3:11][O:10][C:8]1[CH:7]=[C:4]([CH:3]=[C:2]([B:39]2[O:40][C:41]([CH3:43])([CH3:42])[C:37]([CH3:53])([CH3:36])[O:38]2)[CH:9]=1)[C:5]#[N:6]. The yield is 0.480. (3) The reactants are [CH2:1]([C:4]1[CH:5]=[C:6]([C:11](=[O:13])[CH3:12])[CH:7]=[CH:8][C:9]=1[OH:10])[CH:2]=[CH2:3].C(O)/C=C\[CH2:17][OH:18]. The catalyst is O1CCCC1. The product is [OH:10][C:9]1[CH:8]=[CH:7][C:6]([C:11](=[O:13])[CH3:12])=[CH:5][C:4]=1[CH2:1][CH:2]=[CH:3][CH2:17][OH:18]. The yield is 0.680. (4) The reactants are [CH3:1][C:2]1([CH3:9])[O:6][CH:5]([CH2:7][OH:8])[CH2:4][O:3]1.[Br:10][C:11]1[CH:12]=[CH:13][C:14]2[N:15]([CH2:25][CH2:26][CH2:27]Br)[C:16]3[C:21]([C:22]=2[CH:23]=1)=[CH:20][C:19]([Br:24])=[CH:18][CH:17]=3. The catalyst is COCCOC. The product is [Br:24][C:19]1[CH:18]=[CH:17][C:16]2[N:15]([CH2:25][CH2:26][CH2:27][O:8][CH2:7][CH:5]3[CH2:4][O:3][C:2]([CH3:9])([CH3:1])[O:6]3)[C:14]3[C:22]([C:21]=2[CH:20]=1)=[CH:23][C:11]([Br:10])=[CH:12][CH:13]=3. The yield is 0.700. (5) The catalyst is C(Cl)Cl. The reactants are [Cl:1][C:2]1[CH:3]=[C:4]([NH:8][C:9]([N:11]2[CH2:16][CH2:15][C:14]3[NH:17][N:18]=[C:19]([C:20]4[CH2:24][CH2:23][CH:22](O)[CH:21]=4)[C:13]=3[CH2:12]2)=[O:10])[CH:5]=[CH:6][CH:7]=1.CCN(S(F)(F)[F:32])CC. The yield is 0.294. The product is [Cl:1][C:2]1[CH:3]=[C:4]([NH:8][C:9]([N:11]2[CH2:16][CH2:15][C:14]3[NH:17][N:18]=[C:19]([C:20]4[CH2:24][CH2:23][CH:22]([F:32])[CH:21]=4)[C:13]=3[CH2:12]2)=[O:10])[CH:5]=[CH:6][CH:7]=1. (6) The reactants are [CH3:1][C:2]([CH2:8][CH2:9][CH2:10][CH:11]([CH3:23])[CH2:12][CH2:13][CH2:14][CH:15]([CH3:22])[CH2:16][CH2:17][CH2:18][CH:19]([CH3:21])[CH3:20])=[CH:3][C:4]([O:6][CH3:7])=[O:5].[OH:24][CH2:25][CH:26](CO)[OH:27].C(=O)([O-])[O-].[K+].[K+].Cl. The catalyst is CN(C)C=O. The product is [CH3:1][C:2]([CH2:8][CH2:9][CH2:10][CH:11]([CH3:23])[CH2:12][CH2:13][CH2:14][CH:15]([CH3:22])[CH2:16][CH2:17][CH2:18][CH:19]([CH3:21])[CH3:20])=[CH:3][C:4]([O:6][CH2:7][CH:25]([CH2:26][OH:27])[OH:24])=[O:5]. The yield is 0.350.